Dataset: Full USPTO retrosynthesis dataset with 1.9M reactions from patents (1976-2016). Task: Predict the reactants needed to synthesize the given product. (1) Given the product [C:1]([NH:4][C:5]1[C:13]([N+:16]([O-:18])=[O:17])=[C:9]([C:8]([Cl:14])=[CH:7][C:6]=1[Cl:15])[C:10]([OH:12])=[O:11])(=[O:3])[CH3:2], predict the reactants needed to synthesize it. The reactants are: [C:1]([NH:4][C:5]1[C:6]([Cl:15])=[CH:7][C:8]([Cl:14])=[C:9]([CH:13]=1)[C:10]([OH:12])=[O:11])(=[O:3])[CH3:2].[N+:16]([O-])([OH:18])=[O:17]. (2) Given the product [CH:19]1[CH:20]=[CH:21][C:22]([Cl:1])=[C:23]([C:5]2([NH2:10])[C:4](=[O:36])[CH2:9][CH2:8][CH2:7][CH2:6]2)[CH:18]=1, predict the reactants needed to synthesize it. The reactants are: [ClH:1].Cl.Cl[C:4]1[CH:9]=[CH:8][CH:7]=[CH:6][C:5]=1[N:10]=CC1(O)CCCC1.[CH:18]1[CH:23]=[CH:22][C:21](C2C=CC=CC=2)=[CH:20][CH:19]=1.C1C=CC([O:36]C2C=CC=CC=2)=CC=1. (3) Given the product [CH3:17][C:2]1([CH3:18])[O:16][C:9]([C:10]2[CH:15]=[CH:14][CH:13]=[CH:12][CH:11]=2)=[N:8][C@@H:3]1[CH2:4][CH2:5][S:6][CH3:7], predict the reactants needed to synthesize it. The reactants are: O[C:2]([CH3:18])([CH3:17])[C@H:3]([NH:8][C:9](=[O:16])[C:10]1[CH:15]=[CH:14][CH:13]=[CH:12][CH:11]=1)[CH2:4][CH2:5][S:6][CH3:7].N1CCCN2CCCCCC=12.FC(F)(S(F)(=O)=O)C(F)(F)C(F)(F)C(F)(F)F. (4) The reactants are: [Cl:1][C:2]1[CH:3]=[C:4]2[C:10]3([CH2:15][CH2:14][N:13]([CH2:16][CH2:17][CH2:18][N:19]4C(=O)C5C(=CC=CC=5)C4=O)[CH2:12][CH2:11]3)[CH2:9][N:8]([C:30]3[C:31]4[C@H:38]([CH3:39])[CH2:37][CH2:36][C:32]=4[N:33]=[CH:34][N:35]=3)[C:5]2=[CH:6][CH:7]=1.CN. Given the product [Cl:1][C:2]1[CH:3]=[C:4]2[C:10]3([CH2:11][CH2:12][N:13]([CH2:16][CH2:17][CH2:18][NH2:19])[CH2:14][CH2:15]3)[CH2:9][N:8]([C:30]3[C:31]4[C@H:38]([CH3:39])[CH2:37][CH2:36][C:32]=4[N:33]=[CH:34][N:35]=3)[C:5]2=[CH:6][CH:7]=1, predict the reactants needed to synthesize it. (5) Given the product [CH2:1]([CH:3]1[N:12]2[C:7](=[CH:8][C:9](=[O:18])[C:10]([C:13]([OH:15])=[O:14])=[CH:11]2)[C:6]2[CH:19]=[C:20]([O:30][CH3:31])[C:21]([O:23][CH2:24][C:25]([CH3:28])([CH3:29])[CH2:26][OH:27])=[CH:22][C:5]=2[CH2:4]1)[CH3:2], predict the reactants needed to synthesize it. The reactants are: [CH2:1]([CH:3]1[N:12]2[C:7](=[CH:8][C:9](=[O:18])[C:10]([C:13]([O:15]CC)=[O:14])=[CH:11]2)[C:6]2[CH:19]=[C:20]([O:30][CH3:31])[C:21]([O:23][CH2:24][C:25]([CH3:29])([CH3:28])[CH2:26][OH:27])=[CH:22][C:5]=2[CH2:4]1)[CH3:2].[OH-].[Na+].Cl. (6) Given the product [NH:1]1[C:5]2[CH:6]=[CH:7][CH:8]=[CH:9][C:4]=2[N:3]=[C:2]1[C:10]([C:12]1[CH:17]=[CH:16][C:15]([O:18][C:19]2[C:24]([CH:30]3[CH2:29][CH:28]=[CH:27][O:26]3)=[CH:23][CH:22]=[CH:21][N:20]=2)=[CH:14][CH:13]=1)=[O:11].[NH:1]1[C:5]2[CH:6]=[CH:7][CH:8]=[CH:9][C:4]=2[N:3]=[C:2]1[C:10]([C:12]1[CH:17]=[CH:16][C:15]([O:18][C:19]2[C:24]([CH:29]3[CH:28]=[CH:27][O:26][CH2:30]3)=[CH:23][CH:22]=[CH:21][N:20]=2)=[CH:14][CH:13]=1)=[O:11], predict the reactants needed to synthesize it. The reactants are: [NH:1]1[C:5]2[CH:6]=[CH:7][CH:8]=[CH:9][C:4]=2[N:3]=[C:2]1[C:10]([C:12]1[CH:17]=[CH:16][C:15]([O:18][C:19]2[C:24](Br)=[CH:23][CH:22]=[CH:21][N:20]=2)=[CH:14][CH:13]=1)=[O:11].[O:26]1[CH2:30][CH:29]=[CH:28][CH2:27]1.C1(N(C)C2CCCCC2)CCCCC1.